Dataset: Full USPTO retrosynthesis dataset with 1.9M reactions from patents (1976-2016). Task: Predict the reactants needed to synthesize the given product. (1) Given the product [Si:1]([O:8][CH2:9][C:10]1[S:14][C:13]([C:15](=[N:18][OH:19])[NH2:16])=[C:12]([CH3:17])[CH:11]=1)([C:4]([CH3:7])([CH3:6])[CH3:5])([CH3:2])[CH3:3], predict the reactants needed to synthesize it. The reactants are: [Si:1]([O:8][CH2:9][C:10]1[S:14][C:13]([C:15]#[N:16])=[C:12]([CH3:17])[CH:11]=1)([C:4]([CH3:7])([CH3:6])[CH3:5])([CH3:3])[CH3:2].[NH2:18][OH:19]. (2) Given the product [Cl:19][CH2:18][CH2:17][O:16][C:12]1[CH:11]=[C:10]([C:3]2[CH:4]=[N:5][CH:6]=[C:7]([C:2]=2[NH:23][C:22]2[CH:24]=[C:25]([O:29][CH3:30])[C:26]([Cl:28])=[CH:27][C:21]=2[Cl:20])[C:8]#[N:9])[CH:15]=[CH:14][CH:13]=1, predict the reactants needed to synthesize it. The reactants are: Cl[C:2]1[C:7]([C:8]#[N:9])=[CH:6][N:5]=[CH:4][C:3]=1[C:10]1[CH:15]=[CH:14][CH:13]=[C:12]([O:16][CH2:17][CH2:18][Cl:19])[CH:11]=1.[Cl:20][C:21]1[CH:27]=[C:26]([Cl:28])[C:25]([O:29][CH3:30])=[CH:24][C:22]=1[NH2:23].C1(P(C2CCCCC2)C2C=CC=CC=2C2C=CC=CC=2N(C)C)CCCCC1.[O-]P([O-])([O-])=O.[K+].[K+].[K+]. (3) Given the product [S:1]1[C:5]2[CH:6]=[CH:7][CH:8]=[CH:9][C:4]=2[N:3]=[C:2]1[NH:10][C@H:11]1[CH2:12][C@H:13]([NH:15][C:23]2[C:28]([N+:29]([O-:31])=[O:30])=[CH:27][CH:26]=[CH:25][N:24]=2)[CH2:14]1, predict the reactants needed to synthesize it. The reactants are: [S:1]1[C:5]2[CH:6]=[CH:7][CH:8]=[CH:9][C:4]=2[N:3]=[C:2]1[NH:10][C@H:11]1[CH2:14][C@H:13]([NH2:15])[CH2:12]1.C(=O)([O-])[O-].[Cs+].[Cs+].Cl[C:23]1[C:28]([N+:29]([O-:31])=[O:30])=[CH:27][CH:26]=[CH:25][N:24]=1. (4) Given the product [CH3:17][O:18][CH2:19][CH2:20][NH:21][C:7](=[O:9])[C:6]1[CH:10]=[C:11]([C:13]([F:16])([F:15])[F:14])[CH:12]=[C:4]([N+:1]([O-:3])=[O:2])[CH:5]=1, predict the reactants needed to synthesize it. The reactants are: [N+:1]([C:4]1[CH:5]=[C:6]([CH:10]=[C:11]([C:13]([F:16])([F:15])[F:14])[CH:12]=1)[C:7]([OH:9])=O)([O-:3])=[O:2].[CH3:17][O:18][CH2:19][CH2:20][NH2:21].CCN=C=NCCCN(C)C. (5) Given the product [S:8]1[C:12]2[CH:13]=[CH:14][CH:15]=[CH:16][C:11]=2[N:10]=[C:9]1[NH:17][C:18]([C:20]1[CH:21]=[CH:22][CH:23]=[C:24]2[C:29]=1[CH2:28][N:27]([C:30]1[S:31][C:32]([CH2:38][CH2:39][CH2:40][O:41][C:42]3[CH:43]=[CH:44][C:45]([C:46]4[CH:47]=[CH:61][C:60]([O:59][CH2:58][CH2:57][N:56]([CH3:73])[CH3:55])=[CH:65][N:64]=4)=[CH:48][CH:49]=3)=[C:33]([C:35]([OH:37])=[O:36])[N:34]=1)[CH2:26][CH2:25]2)=[O:19], predict the reactants needed to synthesize it. The reactants are: C(O)(C(F)(F)F)=O.[S:8]1[C:12]2[CH:13]=[CH:14][CH:15]=[CH:16][C:11]=2[N:10]=[C:9]1[NH:17][C:18]([C:20]1[CH:21]=[CH:22][CH:23]=[C:24]2[C:29]=1[CH2:28][N:27]([C:30]1[S:31][C:32]([CH2:38][CH2:39][CH2:40][O:41][C:42]3[CH:47]=[CH:46][C:45]([C:48]4C(C#N)=CS[CH:49]=4)=[CH:44][CH:43]=3)=[C:33]([C:35]([OH:37])=[O:36])[N:34]=1)[CH2:26][CH2:25]2)=[O:19].[CH3:55][N:56]([CH3:73])[CH2:57][CH2:58][O:59][C:60]1[CH:61]=CC(C2C=CC(O)=CC=2)=[N:64][CH:65]=1. (6) Given the product [O:1]=[C:2]([C@H:23]([CH3:39])[C@@H:24]([O:30][C:31]([O:33][CH2:34][C:35]([Cl:38])([Cl:36])[Cl:37])=[O:32])[C@@H:25]([CH3:29])[CH2:26][CH:27]=[CH2:28])[C:3]([CH3:21])([CH3:22])[C@@H:4]([O:13][Si:14]([CH2:17][CH3:18])([CH2:19][CH3:20])[CH2:15][CH3:16])[CH2:5][C:6]([OH:8])=[O:7], predict the reactants needed to synthesize it. The reactants are: [O:1]=[C:2]([C@H:23]([CH3:39])[C@@H:24]([O:30][C:31]([O:33][CH2:34][C:35]([Cl:38])([Cl:37])[Cl:36])=[O:32])[C@@H:25]([CH3:29])[CH2:26][CH:27]=[CH2:28])[C:3]([CH3:22])([CH3:21])[C@@H:4]([O:13][Si:14]([CH2:19][CH3:20])([CH2:17][CH3:18])[CH2:15][CH3:16])[CH2:5][C:6]([O:8]C(C)(C)C)=[O:7].N1C(C)=CC=CC=1C.O([Si](CC)(CC)CC)S(C(F)(F)F)(=O)=O. (7) Given the product [CH3:27][C:25]1([CH3:28])[O:24][N:23]=[C:22]([S:21][CH2:20][C:14]2[C:13]([C:10](=[N:4][O:3][CH3:2])[CH3:11])=[C:17]([CH3:18])[S:16][C:15]=2[CH3:19])[CH2:26]1, predict the reactants needed to synthesize it. The reactants are: Cl.[CH3:2][O:3][NH2:4].C([O-])(=O)C.[Na+].[C:10]([C:13]1[C:14]([CH2:20][S:21][C:22]2[CH2:26][C:25]([CH3:28])([CH3:27])[O:24][N:23]=2)=[C:15]([CH3:19])[S:16][C:17]=1[CH3:18])(=O)[CH3:11].O. (8) Given the product [C:2]([O:6][C:7]([N:9]1[CH2:12][C:11]2([CH2:17][CH2:16][N:15]([CH3:20])[CH2:14][CH2:13]2)[CH2:10]1)=[O:8])([CH3:5])([CH3:3])[CH3:4], predict the reactants needed to synthesize it. The reactants are: Cl.[C:2]([O:6][C:7]([N:9]1[CH2:12][C:11]2([CH2:17][CH2:16][NH:15][CH2:14][CH2:13]2)[CH2:10]1)=[O:8])([CH3:5])([CH3:4])[CH3:3].C=O.[C:20](O[BH-](OC(=O)C)OC(=O)C)(=O)C.[Na+].O. (9) Given the product [CH3:20][O:21][N:22]=[C:5]1[C:4]2[C:9](=[C:10]([CH3:13])[C:11]([CH3:12])=[C:2]([OH:1])[C:3]=2[CH3:18])[S:8][C:7]2([CH2:16][CH2:15][CH2:14]2)[CH2:6]1, predict the reactants needed to synthesize it. The reactants are: [OH:1][C:2]1[C:3]([CH3:18])=[C:4]2[C:9](=[C:10]([CH3:13])[C:11]=1[CH3:12])[S:8][C:7]1([CH2:16][CH2:15][CH2:14]1)[CH2:6][C:5]2=O.Cl.[CH3:20][O:21][NH2:22]. (10) Given the product [NH2:42][C:39]1[N:40]=[CH:41][C:36](/[CH:5]=[CH:4]/[C:3]([N:2]([CH3:1])[CH2:7][C:8]2[C:16]3[C:11](=[CH:12][CH:13]=[CH:14][CH:15]=3)[N:10]([CH3:17])[CH:9]=2)=[O:6])=[CH:37][C:38]=1[CH2:43][N:44]1[CH2:49][CH2:48][O:47][CH2:46][CH2:45]1, predict the reactants needed to synthesize it. The reactants are: [CH3:1][N:2]([CH2:7][C:8]1[C:16]2[C:11](=[CH:12][CH:13]=[CH:14][CH:15]=2)[N:10]([CH3:17])[CH:9]=1)[C:3](=[O:6])[CH:4]=[CH2:5].CN(CC1SC2C=CC=CC=2C=1C)C(=O)C=C.Br[C:36]1[CH:37]=[C:38]([CH2:43][N:44]2[CH2:49][CH2:48][O:47][CH2:46][CH2:45]2)[C:39]([NH2:42])=[N:40][CH:41]=1.BrC1C=NC2NC(=O)C(C)(C)NCC=2C=1.